Dataset: Forward reaction prediction with 1.9M reactions from USPTO patents (1976-2016). Task: Predict the product of the given reaction. (1) Given the reactants [O:1]=[S:2]1(=[O:19])[NH:7][CH2:6][CH2:5][CH:4](C)[N:3]1[C:9]1[CH:17]=[CH:16][C:12]([C:13]([OH:15])=O)=[CH:11][C:10]=1[CH3:18].[Cl:20][C:21]1[CH:32]=[CH:31][C:24]2[NH:25][C:26]([C@@H:28]([NH2:30])[CH3:29])=[N:27][C:23]=2[CH:22]=1.[CH3:33]N(C(ON1N=NC2C=CC=CC1=2)=[N+](C)C)C.[B-](F)(F)(F)F.CN1CCOCC1, predict the reaction product. The product is: [Cl:20][C:21]1[CH:32]=[CH:31][C:24]2[NH:25][C:26]([C@@H:28]([NH:30][C:13](=[O:15])[C:12]3[CH:16]=[CH:17][C:9]([N:3]4[CH2:4][CH2:5][CH2:6][N:7]([CH3:33])[S:2]4(=[O:1])=[O:19])=[C:10]([CH3:18])[CH:11]=3)[CH3:29])=[N:27][C:23]=2[CH:22]=1. (2) The product is: [F:1][C:2]1[CH:3]=[CH:4][C:5]([OH:31])=[C:6]2[C:7]=1[CH:11]([NH:12][C:13]1[CH:21]=[C:20]([F:22])[CH:19]=[C:18]3[C:14]=1[CH2:15][NH:16][C:17]3=[O:23])[C:10]([OH:28])([C:24]([F:27])([F:26])[F:25])[CH2:9][C:8]2([CH3:30])[CH3:29]. Given the reactants [F:1][C:2]1[CH:3]=[CH:4][C:5]([O:31]C)=[C:6]([C:8]([CH3:30])([CH3:29])[CH2:9][C:10]([OH:28])([C:24]([F:27])([F:26])[F:25])[CH:11]=[N:12][C:13]2[CH:21]=[C:20]([F:22])[CH:19]=[C:18]3[C:14]=2[CH2:15][NH:16][C:17]3=[O:23])[CH:7]=1.B(Br)(Br)Br.CO.ClCCl, predict the reaction product.